Task: Predict the reaction yield, written as a fraction of the theoretical maximum amount of product (1.0 means a 100% yield; for example, 0.34 means a 34% yield).. Dataset: Reaction yield outcomes from USPTO patents with 853,638 reactions (1) The reactants are [Cl:1][C:2]1[CH:7]=[CH:6][CH:5]=[CH:4][C:3]=1[S:8]([C@H:11]1[CH2:15][N:14]([C:16]([C:18]2([N:21]3[CH2:26][CH2:25][NH:24][CH2:23][CH2:22]3)[CH2:20][CH2:19]2)=[O:17])[C@H:13]([C:27]([NH:29][C:30]2([C:33]#[N:34])[CH2:32][CH2:31]2)=[O:28])[CH2:12]1)(=[O:10])=[O:9].Cl[C:36]([O:38][CH3:39])=[O:37]. No catalyst specified. The product is [Cl:1][C:2]1[CH:7]=[CH:6][CH:5]=[CH:4][C:3]=1[S:8]([C@H:11]1[CH2:15][N:14]([C:16]([C:18]2([N:21]3[CH2:22][CH2:23][N:24]([C:36]([O:38][CH3:39])=[O:37])[CH2:25][CH2:26]3)[CH2:19][CH2:20]2)=[O:17])[C@H:13]([C:27](=[O:28])[NH:29][C:30]2([C:33]#[N:34])[CH2:31][CH2:32]2)[CH2:12]1)(=[O:10])=[O:9]. The yield is 0.800. (2) The reactants are [NH2:1][C:2]1[C:3]([Cl:9])=[N:4][CH:5]=[N:6][C:7]=1[NH2:8].[O:10]1CCOC[CH2:11]1. No catalyst specified. The product is [Cl:9][C:3]1[N:4]=[CH:5][N:6]=[C:7]2[C:2]=1[NH:1][C:11](=[O:10])[NH:8]2. The yield is 0.860. (3) The reactants are [CH3:1][O:2][C:3]1[N:8]=[CH:7][C:6]([NH:9][C:10]2[N:15]=[C:14]([C:16]#[C:17][C:18]3[CH:23]=[CH:22][CH:21]=[CH:20][C:19]=3[C:24]3([C:27]([NH2:29])=[O:28])[CH2:26][CH2:25]3)[C:13]([C:30]([F:33])([F:32])[F:31])=[CH:12][N:11]=2)=[CH:5][CH:4]=1.CO. The catalyst is CCOC(C)=O.[Pd]. The product is [CH3:1][O:2][C:3]1[N:8]=[CH:7][C:6]([NH:9][C:10]2[N:15]=[C:14]([CH2:16][CH2:17][C:18]3[CH:23]=[CH:22][CH:21]=[CH:20][C:19]=3[C:24]3([C:27]([NH2:29])=[O:28])[CH2:26][CH2:25]3)[C:13]([C:30]([F:32])([F:33])[F:31])=[CH:12][N:11]=2)=[CH:5][CH:4]=1. The yield is 0.560. (4) The reactants are [NH2:1][C:2]1[C:3]([Br:20])=[CH:4][C:5]2[C:9]([CH:10]=1)=[N:8][N:7]([C:11]1[CH:16]=[CH:15][C:14]([F:17])=[CH:13][CH:12]=1)[C:6]=2[C:18]#N.[OH2:21].Cl.[OH-:23].[Na+]. No catalyst specified. The product is [NH2:1][C:2]1[C:3]([Br:20])=[CH:4][C:5]2[C:9]([CH:10]=1)=[N:8][N:7]([C:11]1[CH:16]=[CH:15][C:14]([F:17])=[CH:13][CH:12]=1)[C:6]=2[C:18]([OH:23])=[O:21]. The yield is 0.850. (5) The reactants are C(OC(=O)[NH:7][CH:8]1[CH2:13][CH2:12][N:11]([C:14]2[N:15]=[N:16][C:17]([Cl:20])=[CH:18][CH:19]=2)[CH2:10][CH2:9]1)(C)(C)C.Cl.O1CCOCC1. The catalyst is C1COCC1.CO. The product is [Cl:20][C:17]1[N:16]=[N:15][C:14]([N:11]2[CH2:12][CH2:13][CH:8]([NH2:7])[CH2:9][CH2:10]2)=[CH:19][CH:18]=1. The yield is 1.00.